Dataset: Peptide-MHC class I binding affinity with 185,985 pairs from IEDB/IMGT. Task: Regression. Given a peptide amino acid sequence and an MHC pseudo amino acid sequence, predict their binding affinity value. This is MHC class I binding data. (1) The peptide sequence is YPKFHRSAM. The MHC is HLA-B15:01 with pseudo-sequence HLA-B15:01. The binding affinity (normalized) is 0.0847. (2) The peptide sequence is YSLAGSSPF. The MHC is HLA-A31:01 with pseudo-sequence HLA-A31:01. The binding affinity (normalized) is 0.0847.